This data is from NCI-60 drug combinations with 297,098 pairs across 59 cell lines. The task is: Regression. Given two drug SMILES strings and cell line genomic features, predict the synergy score measuring deviation from expected non-interaction effect. Drug 1: COC1=NC(=NC2=C1N=CN2C3C(C(C(O3)CO)O)O)N. Drug 2: CC(C)CN1C=NC2=C1C3=CC=CC=C3N=C2N. Cell line: SNB-75. Synergy scores: CSS=2.21, Synergy_ZIP=-0.132, Synergy_Bliss=-0.0446, Synergy_Loewe=1.82, Synergy_HSA=0.660.